Predict the product of the given reaction. From a dataset of Forward reaction prediction with 1.9M reactions from USPTO patents (1976-2016). Given the reactants [Cl:1][C:2]1[CH:28]=[C:27]([Cl:29])[CH:26]=[CH:25][C:3]=1[O:4][CH2:5][CH2:6][O:7][C:8]1[CH:13]=[C:12]([CH2:14][CH:15]([O:21][CH:22]([CH3:24])[CH3:23])[C:16]([O:18]CC)=[O:17])[CH:11]=[CH:10][N:9]=1.[OH-].[Na+].Cl, predict the reaction product. The product is: [Cl:1][C:2]1[CH:28]=[C:27]([Cl:29])[CH:26]=[CH:25][C:3]=1[O:4][CH2:5][CH2:6][O:7][C:8]1[CH:13]=[C:12]([CH2:14][CH:15]([O:21][CH:22]([CH3:24])[CH3:23])[C:16]([OH:18])=[O:17])[CH:11]=[CH:10][N:9]=1.